Dataset: Full USPTO retrosynthesis dataset with 1.9M reactions from patents (1976-2016). Task: Predict the reactants needed to synthesize the given product. (1) Given the product [Br:1][C:2]1[CH:7]=[CH:6][C:5]([C@@H:8]([NH:10][S@@:11]([C:13]([CH3:16])([CH3:15])[CH3:14])=[O:12])[CH3:9])=[CH:4][C:3]=1[CH3:17], predict the reactants needed to synthesize it. The reactants are: [Br:1][C:2]1[CH:7]=[CH:6][C:5]([C:8](=[N:10][S@@:11]([C:13]([CH3:16])([CH3:15])[CH3:14])=[O:12])[CH3:9])=[CH:4][C:3]=1[CH3:17].C1(C2(CC(O)(C)C)OC(=O)N([C@H](C3C=CC(C4C=CN(C)C(=O)C=4)=CC=3)C)CC2)CC1. (2) Given the product [CH2:1]([O:8][C:9]1[N:14]=[C:13]([NH:15][CH2:16][C:17]2[CH:22]=[CH:21][C:20]([Cl:23])=[CH:19][CH:18]=2)[N:12]=[C:11]([NH:24][C:25]2[CH:26]=[CH:27][C:28]([C:29]([OH:31])=[O:30])=[CH:33][CH:34]=2)[N:10]=1)[C:2]1[CH:3]=[CH:4][CH:5]=[CH:6][CH:7]=1, predict the reactants needed to synthesize it. The reactants are: [CH2:1]([O:8][C:9]1[N:14]=[C:13]([NH:15][CH2:16][C:17]2[CH:22]=[CH:21][C:20]([Cl:23])=[CH:19][CH:18]=2)[N:12]=[C:11]([NH:24][C:25]2[CH:34]=[CH:33][C:28]([C:29]([O:31]C)=[O:30])=[CH:27][CH:26]=2)[N:10]=1)[C:2]1[CH:7]=[CH:6][CH:5]=[CH:4][CH:3]=1.C(=O)([O-])[O-].[K+].[K+].Cl.